This data is from Reaction yield outcomes from USPTO patents with 853,638 reactions. The task is: Predict the reaction yield, written as a fraction of the theoretical maximum amount of product (1.0 means a 100% yield; for example, 0.34 means a 34% yield). (1) The catalyst is CO.[Pd]. The yield is 0.880. The product is [CH2:1]([O:3][C:4](=[O:14])[CH2:5][CH:6]([CH3:13])[CH2:7][N:8]1[CH2:12][CH2:11][CH2:10][CH2:9]1)[CH3:2]. The reactants are [CH2:1]([O:3][C:4](=[O:14])/[CH:5]=[C:6](\[CH3:13])/[CH2:7][N:8]1[CH2:12][CH2:11][CH2:10][CH2:9]1)[CH3:2]. (2) The reactants are Cl.[CH3:2][C:3]1[N:7]=[C:6]([CH3:8])[N:5]([CH2:9][C:10]([OH:12])=O)[N:4]=1.[NH2:13][C@@H:14]([CH2:32][O:33][CH2:34][C:35]1[CH:40]=[CH:39][CH:38]=[CH:37][CH:36]=1)[C:15]([NH:17][C:18]1[CH:23]=[CH:22][C:21]([O:24][C:25]2[CH:30]=[CH:29][C:28]([F:31])=[CH:27][CH:26]=2)=[CH:20][CH:19]=1)=[O:16]. No catalyst specified. The product is [CH2:34]([O:33][CH2:32][C@H:14]([NH:13][C:10](=[O:12])[CH2:9][N:5]1[C:6]([CH3:8])=[N:7][C:3]([CH3:2])=[N:4]1)[C:15]([NH:17][C:18]1[CH:23]=[CH:22][C:21]([O:24][C:25]2[CH:30]=[CH:29][C:28]([F:31])=[CH:27][CH:26]=2)=[CH:20][CH:19]=1)=[O:16])[C:35]1[CH:40]=[CH:39][CH:38]=[CH:37][CH:36]=1. The yield is 0.270. (3) The reactants are [OH:1][C@@H:2]1[CH2:7][CH2:6][C@H:5]([C:8]([OH:10])=O)[CH2:4][CH2:3]1.CCN=C=NCCCN(C)C.CCN(C(C)C)C(C)C.Cl.[CH3:32][NH:33][O:34][CH3:35]. The catalyst is C(Cl)Cl.O. The product is [OH:1][C@@H:2]1[CH2:3][CH2:4][C@H:5]([C:8]([N:33]([O:34][CH3:35])[CH3:32])=[O:10])[CH2:6][CH2:7]1. The yield is 0.400. (4) The reactants are [CH:1]1([CH:6]([N:10]2[CH:14]=[C:13]([C:15]3[N:20]4[CH:21]=[CH:22][N:23]=[C:19]4[CH:18]=[C:17]([C:24]4[CH:29]=[CH:28][C:27](N5CCOCC5)=[CH:26][CH:25]=4)[N:16]=3)[CH:12]=[N:11]2)[CH2:7][C:8]#[N:9])[CH2:5][CH2:4][CH2:3][CH2:2]1.[CH2:36](O)[CH3:37]. No catalyst specified. The product is [CH:1]1([CH:6]([N:10]2[CH:14]=[C:13]([C:15]3[N:20]4[CH:21]=[CH:22][N:23]=[C:19]4[CH:18]=[C:17]([C:24]4[CH:25]=[CH:26][C:27]([CH:37]5[CH2:36][CH2:15][N:20]([CH3:21])[CH2:19][CH2:18]5)=[CH:28][CH:29]=4)[N:16]=3)[CH:12]=[N:11]2)[CH2:7][C:8]#[N:9])[CH2:5][CH2:4][CH2:3][CH2:2]1. The yield is 0.330. (5) The reactants are [Cl:1][C:2]1[CH:3]=[C:4]([C:9]2([C:26]([F:29])([F:28])[F:27])[O:13][N:12]=[C:11]([C:14]3[C:22]4[N:18]([CH:19]=[CH:20][CH:21]=4)[C:17]([C:23](O)=[O:24])=[CH:16][CH:15]=3)[CH2:10]2)[CH:5]=[C:6]([Cl:8])[CH:7]=1.CN(C(ON1N=NC2C=CC=NC1=2)=[N+](C)C)C.F[P-](F)(F)(F)(F)F.CCN(CC)CC.[ClH:61].[NH2:62][CH2:63][C:64]1[CH:65]=[CH:66][C:67]2[C:71]([CH3:73])([CH3:72])[O:70][B:69]([OH:74])[C:68]=2[CH:75]=1. The catalyst is CN(C=O)C.CC(=O)OCC. The product is [OH:74][B:69]1[C:68]2[CH:75]=[C:64]([CH2:63][NH:62][C:23]([C:17]3[N:18]4[C:22]([C:14]([C:11]5[CH2:10][C:9]([C:4]6[CH:3]=[C:2]([Cl:1])[C:7]([Cl:61])=[C:6]([Cl:8])[CH:5]=6)([C:26]([F:28])([F:29])[F:27])[O:13][N:12]=5)=[CH:15][CH:16]=3)=[CH:21][CH:20]=[CH:19]4)=[O:24])[CH:65]=[CH:66][C:67]=2[C:71]([CH3:73])([CH3:72])[O:70]1. The yield is 0.610. (6) The reactants are Br[C:2]1[CH:3]=[C:4]([CH:14]=[CH:15][CH:16]=1)[CH2:5][N:6]1[C:10]([CH3:11])=[N:9][C:8]([C:12]#[N:13])=[N:7]1.[CH3:17][N:18]1[CH2:23][CH2:22][NH:21][CH2:20][CH2:19]1.C([O-])([O-])=O.[Cs+].[Cs+].C1(P(C2CCCCC2)C2C=CC=CC=2C2C(C(C)C)=CC(C(C)C)=CC=2C(C)C)CCCCC1. The catalyst is C1(C)C=CC=CC=1.C1C=CC(/C=C/C(/C=C/C2C=CC=CC=2)=O)=CC=1.C1C=CC(/C=C/C(/C=C/C2C=CC=CC=2)=O)=CC=1.C1C=CC(/C=C/C(/C=C/C2C=CC=CC=2)=O)=CC=1.[Pd].[Pd]. The product is [CH3:11][C:10]1[N:6]([CH2:5][C:4]2[CH:14]=[CH:15][CH:16]=[C:2]([N:21]3[CH2:22][CH2:23][N:18]([CH3:17])[CH2:19][CH2:20]3)[CH:3]=2)[N:7]=[C:8]([C:12]#[N:13])[N:9]=1. The yield is 0.570.